From a dataset of Full USPTO retrosynthesis dataset with 1.9M reactions from patents (1976-2016). Predict the reactants needed to synthesize the given product. (1) The reactants are: [C:1]([O:5][C:6](=[O:23])[NH:7][C@@H:8]([CH:21]=[CH2:22])[CH2:9][N:10]1[C:14]2[N:15]=[CH:16][N:17]=[C:18]([NH2:19])[C:13]=2[C:12](I)=[CH:11]1)([CH3:4])([CH3:3])[CH3:2].[N:24]1[C:33]2[C:28](=[CH:29][CH:30]=[CH:31][CH:32]=2)[CH:27]=[C:26](B(O)O)[CH:25]=1.C(=O)([O-])[O-].[Cs+].[Cs+].COCCOC. Given the product [C:1]([O:5][C:6](=[O:23])[NH:7][C@@H:8]([CH:21]=[CH2:22])[CH2:9][N:10]1[C:14]2[N:15]=[CH:16][N:17]=[C:18]([NH2:19])[C:13]=2[C:12]([C:26]2[CH:25]=[N:24][C:33]3[C:28]([CH:27]=2)=[CH:29][CH:30]=[CH:31][CH:32]=3)=[CH:11]1)([CH3:4])([CH3:3])[CH3:2], predict the reactants needed to synthesize it. (2) Given the product [N:25]1[N:26]=[C:27]([N:1]2[CH2:6][CH2:5][CH2:4][C@@H:3]([NH:7][C:8]3[CH:13]=[CH:12][N:11]=[C:10]([C:14]4[CH:15]=[N:16][N:17]5[CH:22]=[CH:21][CH:20]=[CH:19][C:18]=45)[N:9]=3)[CH2:2]2)[NH:28][CH:24]=1, predict the reactants needed to synthesize it. The reactants are: [NH:1]1[CH2:6][CH2:5][CH2:4][C@@H:3]([NH:7][C:8]2[CH:13]=[CH:12][N:11]=[C:10]([C:14]3[CH:15]=[N:16][N:17]4[CH:22]=[CH:21][CH:20]=[CH:19][C:18]=34)[N:9]=2)[CH2:2]1.Br[C:24]1[N:28]=[CH:27][NH:26][N:25]=1. (3) Given the product [CH3:15][O:16][C:10]([C:2]1[NH:1][C:9]2[CH:8]=[CH:7][N:13]=[CH:12][C:4]=2[CH:3]=1)=[O:11], predict the reactants needed to synthesize it. The reactants are: [NH:1]1[C:9]2[CH:8]=[CH:7]N=C[C:4]=2[CH:3]=[C:2]1[CH:10]=[O:11].[C-:12]#[N:13].[Na+].[CH3:15][OH:16]. (4) Given the product [F:16][C:2]([F:1])([F:15])[C:3]1[CH:4]=[CH:5][C:6]([CH:9]2[CH2:10][CH2:11][NH:12][CH2:13][CH2:14]2)=[CH:7][CH:8]=1, predict the reactants needed to synthesize it. The reactants are: [F:1][C:2]([F:16])([F:15])[C:3]1[CH:8]=[CH:7][C:6]([C:9]2[CH:14]=[CH:13][N:12]=[CH:11][CH:10]=2)=[CH:5][CH:4]=1.C(O)(C(F)(F)F)=O.